From a dataset of Reaction yield outcomes from USPTO patents with 853,638 reactions. Predict the reaction yield, written as a fraction of the theoretical maximum amount of product (1.0 means a 100% yield; for example, 0.34 means a 34% yield). (1) The reactants are [Br:1][C:2]1[CH:3]=[CH:4][C:5]([OH:16])=[C:6]([C:8]([C:10]2[CH2:15][CH2:14][CH2:13][CH2:12][CH:11]=2)=[O:9])[CH:7]=1.[OH-].[Na+].Cl. The catalyst is O. The product is [Br:1][C:2]1[CH:7]=[C:6]2[C:5]([O:16][CH:15]3[CH:10]([C:8]2=[O:9])[CH2:11][CH2:12][CH2:13][CH2:14]3)=[CH:4][CH:3]=1. The yield is 0.840. (2) The reactants are CN1CCOCC1.[F:8][C:9]1[C:10]([NH2:24])=[N:11][C:12]([O:15][CH2:16][C:17]2[CH:22]=[CH:21][C:20]([CH3:23])=[CH:19][CH:18]=2)=[N:13][CH:14]=1.[C:25](Cl)(=[O:32])[C:26]1[CH:31]=[CH:30][CH:29]=[CH:28][CH:27]=1. The catalyst is C(Cl)Cl. The product is [F:8][C:9]1[C:10]([NH:24][C:25](=[O:32])[C:26]2[CH:31]=[CH:30][CH:29]=[CH:28][CH:27]=2)=[N:11][C:12]([O:15][CH2:16][C:17]2[CH:22]=[CH:21][C:20]([CH3:23])=[CH:19][CH:18]=2)=[N:13][CH:14]=1. The yield is 0.384. (3) The reactants are Br[CH2:2][C:3]1[C:8]([CH3:9])=[C:7]([CH2:10]Br)[C:6]([CH3:12])=[C:5]([CH2:13]Br)[C:4]=1[CH3:15].[NH2:16][C:17]1[CH:22]=[CH:21][CH:20]=[C:19]([NH2:23])[N:18]=1.C([O-])([O-])=O.[K+].[K+]. The catalyst is CC#N. The product is [NH2:23][C:19]1[N:18]=[C:17]([NH:16][CH2:2][C:3]2[C:8]([CH3:9])=[C:7]([CH2:10][NH:16][C:17]3[CH:22]=[CH:21][CH:20]=[C:19]([NH2:23])[N:18]=3)[C:6]([CH3:12])=[C:5]([CH2:13][NH:16][C:17]3[CH:22]=[CH:21][CH:20]=[C:19]([NH2:23])[N:18]=3)[C:4]=2[CH3:15])[CH:22]=[CH:21][CH:20]=1. The yield is 0.600.